Task: Predict the reaction yield, written as a fraction of the theoretical maximum amount of product (1.0 means a 100% yield; for example, 0.34 means a 34% yield).. Dataset: Reaction yield outcomes from USPTO patents with 853,638 reactions (1) The reactants are [CH2:1]([O:16]C1CCCCO1)[CH2:2][CH2:3][CH2:4][CH2:5][CH2:6][CH2:7][C:8]#[C:9][CH2:10][CH2:11][CH2:12][CH2:13][C:14]#[CH:15].C1(C)C=CC(S(O)(=O)=O)=CC=1. The catalyst is CO. The product is [CH2:1]([OH:16])[CH2:2][CH2:3][CH2:4][CH2:5][CH2:6][CH2:7][C:8]#[C:9][CH2:10][CH2:11][CH2:12][CH2:13][C:14]#[CH:15]. The yield is 0.900. (2) The yield is 0.790. The catalyst is CN(C=O)C. The product is [Br:1][C:2]1[CH:7]=[CH:6][C:5]([O:8][CH3:12])=[CH:4][N:3]=1. The reactants are [Br:1][C:2]1[CH:7]=[CH:6][C:5]([OH:8])=[CH:4][N:3]=1.[H-].[Na+].I[CH3:12].O. (3) The reactants are BrC1C(F)=CC([N+]([O-])=O)=C2C=1N=C(Cl)C=C2.Cl.Br[C:19]1[C:20]([F:33])=[CH:21][C:22]([N+:30]([O-])=O)=[C:23]2[C:28]=1[NH:27][C:26](=[O:29])[CH:25]=[CH:24]2.C([O-])=O.[NH4+]. The catalyst is O.C(O)C.CC(O)=O. The product is [NH2:30][C:22]1[CH:21]=[C:20]([F:33])[CH:19]=[C:28]2[C:23]=1[CH:24]=[CH:25][C:26](=[O:29])[NH:27]2. The yield is 0.470. (4) The reactants are [NH2:1][C:2]1[CH:7]=[CH:6][C:5]([OH:8])=[CH:4][C:3]=1[Cl:9].[H-].[Na+].[CH3:12][O:13][NH:14][C:15]([C:17]1[CH:18]=[C:19]2[C:24](=[CH:25][C:26]=1[O:27][CH2:28][C:29]1[CH:34]=[CH:33][CH:32]=[CH:31][CH:30]=1)[N:23]=[CH:22][CH:21]=[C:20]2Cl)=[O:16].O. The catalyst is CS(C)=O.C(OCC)(=O)C.CCCCCC. The product is [CH3:12][O:13][NH:14][C:15]([C:17]1[CH:18]=[C:19]2[C:24](=[CH:25][C:26]=1[O:27][CH2:28][C:29]1[CH:34]=[CH:33][CH:32]=[CH:31][CH:30]=1)[N:23]=[CH:22][CH:21]=[C:20]2[O:8][C:5]1[CH:6]=[CH:7][C:2]([NH2:1])=[C:3]([Cl:9])[CH:4]=1)=[O:16]. The yield is 0.160. (5) The reactants are [NH2:1][C:2]1[CH:7]=[CH:6][N:5]=[CH:4][CH:3]=1.[C:8](Cl)(=[O:17])[C:9]1[CH:14]=[CH:13][C:12]([O:15][CH3:16])=[CH:11][CH:10]=1.C(N(CC)CC)C. The catalyst is ClCCl. The product is [CH3:16][O:15][C:12]1[CH:13]=[CH:14][C:9]([C:8]([NH:1][C:2]2[CH:7]=[CH:6][N:5]=[CH:4][CH:3]=2)=[O:17])=[CH:10][CH:11]=1. The yield is 0.810.